This data is from Forward reaction prediction with 1.9M reactions from USPTO patents (1976-2016). The task is: Predict the product of the given reaction. (1) Given the reactants [NH2:1][C:2]1[CH:10]=[CH:9][C:5]2[N:6]=[CH:7][NH:8][C:4]=2[CH:3]=1.[O:11]1[CH2:16][CH2:15][N:14]([CH2:17][CH2:18][O:19][C:20]2[CH:27]=[CH:26][C:23]([CH:24]=O)=[CH:22][CH:21]=2)[CH2:13][CH2:12]1.[Si](C#N)(C)(C)C.[N:34]1([C:39](N2C=CN=C2)=[O:40])C=CN=[CH:35]1, predict the reaction product. The product is: [O:11]1[CH2:16][CH2:15][N:14]([CH2:17][CH2:18][O:19][C:20]2[CH:27]=[CH:26][C:23]([CH:24]3[N:1]([C:2]4[CH:10]=[CH:9][C:5]5[N:6]=[CH:7][NH:8][C:4]=5[CH:3]=4)[C:39](=[O:40])[NH:34][CH2:35]3)=[CH:22][CH:21]=2)[CH2:13][CH2:12]1. (2) Given the reactants Br[C:2]1[CH:7]=[C:6]([Br:8])[N:5]=[C:4]([C:9]([O:11][CH3:12])=[O:10])[C:3]=1[Cl:13].[N-:14]=[N+:15]=[N-:16].[Na+], predict the reaction product. The product is: [N:14]([C:2]1[CH:7]=[C:6]([Br:8])[N:5]=[C:4]([C:9]([O:11][CH3:12])=[O:10])[C:3]=1[Cl:13])=[N+:15]=[N-:16]. (3) The product is: [CH3:26][O:27][C:28](=[O:31])[CH2:29][N:9]1[C:8]([C:5]2[CH:6]=[CH:7][CH:2]=[CH:3][CH:4]=2)=[CH:12][C:11]([C:13]2[CH:18]=[CH:17][C:16]([F:19])=[C:15]([CH3:20])[CH:14]=2)=[N:10]1. Given the reactants F[C:2]1[CH:7]=[CH:6][C:5]([C:8]2[CH:12]=[C:11]([C:13]3[CH:18]=[CH:17][C:16]([F:19])=[CH:15][CH:14]=3)[NH:10][N:9]=2)=[CH:4][CH:3]=1.[C:20]([O-])([O-])=O.[K+].[K+].[CH3:26][O:27][C:28](=[O:31])[CH2:29]Br, predict the reaction product. (4) Given the reactants [OH-].[Na+].C([O:5][C:6]([C:8]1[C:16]2[C:11](=[CH:12][CH:13]=[C:14]([Br:17])[CH:15]=2)[N:10]([CH3:18])[CH:9]=1)=[O:7])C.O.Cl, predict the reaction product. The product is: [Br:17][C:14]1[CH:15]=[C:16]2[C:11](=[CH:12][CH:13]=1)[N:10]([CH3:18])[CH:9]=[C:8]2[C:6]([OH:7])=[O:5]. (5) Given the reactants Br[CH2:2][C:3]1[CH:8]=[CH:7][C:6]([Br:9])=[CH:5][C:4]=1[CH2:10]Br.[CH3:12][Si:13]([CH3:29])([CH3:28])[CH2:14][CH2:15][O:16][CH2:17][N:18]1[C:22]2=[N:23][CH:24]=[CH:25][CH:26]=[C:21]2[CH2:20][C:19]1=[O:27].C(=O)([O-])[O-].[Cs+].[Cs+], predict the reaction product. The product is: [Br:9][C:6]1[CH:5]=[C:4]2[C:3](=[CH:8][CH:7]=1)[CH2:2][C:20]1([C:21]3[C:22](=[N:23][CH:24]=[CH:25][CH:26]=3)[N:18]([CH2:17][O:16][CH2:15][CH2:14][Si:13]([CH3:28])([CH3:12])[CH3:29])[C:19]1=[O:27])[CH2:10]2. (6) Given the reactants [C:1]([O:5][C:6]([N:8]1[CH2:12][CH2:11][S:10][CH:9]1[C:13]([OH:15])=O)=[O:7])([CH3:4])([CH3:3])[CH3:2].C(N1C=CN=C1)(N1C=CN=C1)=O.[N+:28]([C:31]1[CH:38]=[CH:37][C:34]([CH2:35][NH2:36])=[CH:33][CH:32]=1)([O-:30])=[O:29].C(N(CC)CC)C, predict the reaction product. The product is: [N+:28]([C:31]1[CH:32]=[CH:33][C:34]([CH2:35][NH:36][C:13]([CH:9]2[N:8]([C:6]([O:5][C:1]([CH3:2])([CH3:3])[CH3:4])=[O:7])[CH2:12][CH2:11][S:10]2)=[O:15])=[CH:37][CH:38]=1)([O-:30])=[O:29]. (7) Given the reactants O.Cl.C([O:5][CH:6](OCC)[CH2:7][N:8]1[C:16]2[C:11](=[CH:12][CH:13]=[CH:14][CH:15]=2)[C:10]([CH2:28][C:29]([NH:31][C:32]2[CH:37]=[CH:36][C:35]([CH3:38])=[CH:34][CH:33]=2)=[O:30])([NH:17][C:18]([NH:20][C:21]2[CH:26]=[CH:25][C:24]([CH3:27])=[CH:23][CH:22]=2)=[O:19])[C:9]1=[O:39])C, predict the reaction product. The product is: [CH:6]([CH2:7][N:8]1[C:16]2[C:11](=[CH:12][CH:13]=[CH:14][CH:15]=2)[C@@:10]([CH2:28][C:29]([NH:31][C:32]2[CH:33]=[CH:34][C:35]([CH3:38])=[CH:36][CH:37]=2)=[O:30])([NH:17][C:18]([NH:20][C:21]2[CH:26]=[CH:25][C:24]([CH3:27])=[CH:23][CH:22]=2)=[O:19])[C:9]1=[O:39])=[O:5].